Predict the product of the given reaction. From a dataset of Forward reaction prediction with 1.9M reactions from USPTO patents (1976-2016). (1) Given the reactants Cl[C:2]1[N:7]=[CH:6][N:5]=[C:4]2[N:8]([C:11]3[CH:16]=[CH:15][CH:14]=[CH:13][N:12]=3)[N:9]=[CH:10][C:3]=12.O.[NH2:18][NH2:19], predict the reaction product. The product is: [NH:18]([C:2]1[N:7]=[CH:6][N:5]=[C:4]2[N:8]([C:11]3[CH:16]=[CH:15][CH:14]=[CH:13][N:12]=3)[N:9]=[CH:10][C:3]=12)[NH2:19]. (2) Given the reactants C(OC1N=C2C(N=C(OC)N2CCCC2CCCCN2)=C(N)N=1)CCC.[NH2:27][C:28]1[N:36]=[C:35]([O:37][CH2:38][CH2:39][CH2:40][CH3:41])[N:34]=[C:33]2[C:29]=1[N:30]=[C:31]([O:59][CH3:60])[N:32]2[CH2:42][CH:43]1[CH2:48][CH2:47][CH2:46][N:45](C(OCC2C=CC=CC=2)=O)[CH2:44]1, predict the reaction product. The product is: [CH2:38]([O:37][C:35]1[N:34]=[C:33]2[C:29]([N:30]=[C:31]([O:59][CH3:60])[N:32]2[CH2:42][CH:43]2[CH2:48][CH2:47][CH2:46][NH:45][CH2:44]2)=[C:28]([NH2:27])[N:36]=1)[CH2:39][CH2:40][CH3:41]. (3) The product is: [I:1][C:2]1[CH:23]=[CH:22][C:5]([O:6][C:7]2[CH:12]=[CH:11][C:10]([CH2:25][C:24]([OH:27])=[O:26])=[CH:9][CH:8]=2)=[CH:4][CH:3]=1. Given the reactants [I:1][C:2]1[CH:23]=[CH:22][C:5]([O:6][C:7]2[CH:12]=[CH:11][C:10](CC(N3CCOCC3)=S)=[CH:9][CH:8]=2)=[CH:4][CH:3]=1.[C:24]([OH:27])(=[O:26])[CH3:25].S(=O)(=O)(O)O, predict the reaction product. (4) Given the reactants [CH3:1][O:2][C:3]1[N:8]=[C:7]([NH2:9])[CH:6]=[N:5][CH:4]=1.C([N:18]=[C:19]=[S:20])(=O)C1C=CC=CC=1, predict the reaction product. The product is: [CH3:1][O:2][C:3]1[N:8]=[C:7]([NH:9][C:19]([NH2:18])=[S:20])[CH:6]=[N:5][CH:4]=1. (5) Given the reactants [CH2:1]([NH:3][C:4]([NH:6][C:7]1[S:8][C:9]2[C:46](=[O:47])[CH2:45][CH2:44][CH2:43][C:10]=2[C:11]=1[C:12]([N:14]1[CH2:19][CH2:18][CH:17]([N:20]2[CH2:32][C:24]3([C:28](=[O:29])[O:27][C:26]([CH3:31])([CH3:30])[CH2:25]3)[N:23](C(OCC3C=CC=CC=3)=O)[CH2:22][CH2:21]2)[CH2:16][CH2:15]1)=[O:13])=[O:5])[CH3:2].C(=O)([O-])O.[Na+], predict the reaction product. The product is: [CH3:31][C:26]1([CH3:30])[CH2:25][C:24]2([CH2:32][N:20]([CH:17]3[CH2:16][CH2:15][N:14]([C:12]([C:11]4[C:10]5[CH2:43][CH2:44][CH2:45][C:46](=[O:47])[C:9]=5[S:8][C:7]=4[NH:6][C:4]([NH:3][CH2:1][CH3:2])=[O:5])=[O:13])[CH2:19][CH2:18]3)[CH2:21][CH2:22][NH:23]2)[C:28](=[O:29])[O:27]1. (6) Given the reactants [Cl:1][C:2]1[CH:3]=[C:4]([C:10]2([C:26]([F:29])([F:28])[F:27])[CH2:14][CH2:13][N:12]([C:15]3[S:16][C:17]([CH2:24]O)=[C:18]([C:20]([F:23])([F:22])[F:21])[N:19]=3)[CH2:11]2)[CH:5]=[C:6]([Cl:9])[C:7]=1[Cl:8].O1CCCC1.CS(Cl)(=O)=O.O.[NH3:41], predict the reaction product. The product is: [Cl:1][C:2]1[CH:3]=[C:4]([C:10]2([C:26]([F:29])([F:28])[F:27])[CH2:14][CH2:13][N:12]([C:15]3[S:16][C:17]([CH2:24][NH2:41])=[C:18]([C:20]([F:23])([F:22])[F:21])[N:19]=3)[CH2:11]2)[CH:5]=[C:6]([Cl:9])[C:7]=1[Cl:8].